Dataset: Full USPTO retrosynthesis dataset with 1.9M reactions from patents (1976-2016). Task: Predict the reactants needed to synthesize the given product. (1) Given the product [CH3:1][C:2]1[CH:8]=[C:7]([C:13]([OH:14])([C:15]([F:18])([F:17])[F:16])[C:12]([F:20])([F:19])[F:11])[CH:6]=[C:5]([CH3:9])[C:3]=1[NH2:4], predict the reactants needed to synthesize it. The reactants are: [CH3:1][C:2]1[CH:8]=[CH:7][CH:6]=[C:5]([CH3:9])[C:3]=1[NH2:4].O.[F:11][C:12]([F:20])([F:19])[C:13]([C:15]([F:18])([F:17])[F:16])=[O:14].[OH-].[Na+]. (2) Given the product [N:45]1([C:51]([O:44][C:41]2[CH:42]=[CH:43][C:38]([CH2:37][C@@H:10]3[CH2:9][NH:8][CH2:13][CH2:12][N:11]3[C:14](=[O:36])[CH2:15][CH2:16][C:17]3[CH:35]=[CH:34][CH:33]=[CH:32][C:18]=3[O:19][C:20]3[CH:31]=[CH:30][CH:29]=[CH:28][C:21]=3[CH2:22][CH2:23][NH:24][C:25](=[O:27])[CH3:26])=[CH:39][CH:40]=2)=[O:52])[CH2:50][CH2:49][O:48][CH2:47][CH2:46]1, predict the reactants needed to synthesize it. The reactants are: C([N:8]1[CH2:13][CH2:12][N:11]([C:14](=[O:36])[CH2:15][CH2:16][C:17]2[CH:35]=[CH:34][CH:33]=[CH:32][C:18]=2[O:19][C:20]2[CH:31]=[CH:30][CH:29]=[CH:28][C:21]=2[CH2:22][CH2:23][NH:24][C:25](=[O:27])[CH3:26])[C@H:10]([CH2:37][C:38]2[CH:43]=[CH:42][C:41]([OH:44])=[CH:40][CH:39]=2)[CH2:9]1)C1C=CC=CC=1.[N:45]1([C:51](Cl)=[O:52])[CH2:50][CH2:49][O:48][CH2:47][CH2:46]1. (3) Given the product [CH3:34][O:33][C:23]1[CH:22]=[C:21]([NH:20][C:18]2[CH:17]=[CH:16][CH:15]=[C:14]([NH:7][C:6]3[CH:8]=[CH:9][CH:10]=[C:4]([O:3][C:2]([F:11])([F:12])[F:1])[CH:5]=3)[N:19]=2)[CH:26]=[CH:25][C:24]=1[N:27]1[CH:31]=[C:30]([CH3:32])[N:29]=[CH:28]1, predict the reactants needed to synthesize it. The reactants are: [F:1][C:2]([F:12])([F:11])[O:3][C:4]1[CH:5]=[C:6]([CH:8]=[CH:9][CH:10]=1)[NH2:7].Cl[C:14]1[N:19]=[C:18]([NH:20][C:21]2[CH:26]=[CH:25][C:24]([N:27]3[CH:31]=[C:30]([CH3:32])[N:29]=[CH:28]3)=[C:23]([O:33][CH3:34])[CH:22]=2)[CH:17]=[CH:16][CH:15]=1. (4) Given the product [O:30]1[CH2:29][CH2:28][N:27]([C:4]2[C:5]3[S:10][C:9]([C:11]4[CH:12]=[N:13][C:14]([N:17]5[CH2:18][CH2:19][N:20]([S:23]([CH3:26])(=[O:25])=[O:24])[CH2:21][CH2:22]5)=[CH:15][CH:16]=4)=[CH:8][C:6]=3[N:7]=[C:2]([C:41]3[CH:42]=[N:43][C:44]([NH2:47])=[N:45][CH:46]=3)[N:3]=2)[CH2:32][CH2:31]1, predict the reactants needed to synthesize it. The reactants are: Cl[C:2]1[N:3]=[C:4]([N:27]2[CH2:32][CH2:31][O:30][CH2:29][CH2:28]2)[C:5]2[S:10][C:9]([C:11]3[CH:12]=[N:13][C:14]([N:17]4[CH2:22][CH2:21][N:20]([S:23]([CH3:26])(=[O:25])=[O:24])[CH2:19][CH2:18]4)=[CH:15][CH:16]=3)=[CH:8][C:6]=2[N:7]=1.CC1(C)C(C)(C)OB([C:41]2[CH:42]=[N:43][C:44]([NH2:47])=[N:45][CH:46]=2)O1.